From a dataset of Full USPTO retrosynthesis dataset with 1.9M reactions from patents (1976-2016). Predict the reactants needed to synthesize the given product. (1) Given the product [O:18]1[CH2:17][CH2:16][CH:15]([N:12]2[C:9]3=[N:10][CH:11]=[C:6]([NH2:3])[CH:7]=[C:8]3[CH:14]=[N:13]2)[CH2:20][CH2:19]1, predict the reactants needed to synthesize it. The reactants are: [Cl-].[NH4+].[N+:3]([C:6]1[CH:7]=[C:8]2[CH:14]=[N:13][N:12]([CH:15]3[CH2:20][CH2:19][O:18][CH2:17][CH2:16]3)[C:9]2=[N:10][CH:11]=1)([O-])=O. (2) Given the product [F:53][C:51]1[CH:50]=[C:20]([CH:19]=[C:18]([F:17])[CH:52]=1)[CH2:21][C@H:22]1[C@@H:26]([C@H:27]2[CH2:31][C@@H:30]([OH:32])[CH2:29][N:28]2[CH:36]([C:37]2[CH:38]=[CH:39][CH:40]=[CH:41][CH:42]=2)[C:43]2[CH:48]=[CH:47][CH:46]=[CH:45][CH:44]=2)[O:25][C:24](=[O:49])[NH:23]1, predict the reactants needed to synthesize it. The reactants are: C(OC(N1C[C@H](O)C[C@@H]1C(O)=O)=O)(C)(C)C.[F:17][C:18]1[CH:19]=[C:20]([CH:50]=[C:51]([F:53])[CH:52]=1)[CH2:21][C@H:22]1[C@@H:26]([C@H:27]2[CH2:31][C@@H:30]([O:32]CC=C)[CH2:29][N:28]2[CH:36]([C:43]2[CH:48]=[CH:47][CH:46]=[CH:45][CH:44]=2)[C:37]2[CH:42]=[CH:41][CH:40]=[CH:39][CH:38]=2)[O:25][C:24](=[O:49])[NH:23]1.FC1C=C(C=C(F)C=1)C[C@H]1[C@@H]([C@H]2C[C@@H](OCC=C)CN2)OC(=O)N1.[Br-].C(=O)([O-])[O-].[K+].[K+]. (3) The reactants are: C([N:4]1[C:8]2[CH:9]([C:22]3[CH:27]=[CH:26][C:25]([Cl:28])=[CH:24][CH:23]=3)[N:10]([C:13]3[CH:18]=[C:17]([CH3:19])[C:16](=[O:20])[N:15]([CH3:21])[CH:14]=3)[C:11](=[O:12])[C:7]=2[N:6]=[C:5]1Br)C=C.[O:30]1[CH2:35][CH:34]=[C:33](B2OC(C)(C)C(C)(C)O2)[CH2:32][CH2:31]1. Given the product [Cl:28][C:25]1[CH:26]=[CH:27][C:22]([CH:9]2[C:8]3[NH:4][C:5]([C:33]4[CH2:34][CH2:35][O:30][CH2:31][CH:32]=4)=[N:6][C:7]=3[C:11](=[O:12])[N:10]2[C:13]2[CH:18]=[C:17]([CH3:19])[C:16](=[O:20])[N:15]([CH3:21])[CH:14]=2)=[CH:23][CH:24]=1, predict the reactants needed to synthesize it. (4) Given the product [Cl:43][C:40]1[CH:41]=[C:42]2[C:37](=[CH:38][CH:39]=1)[N:36]=[CH:35][N:34]=[C:33]2[NH:19][C@H:16]1[CH2:17][CH2:18][N:14]([C@H:11]2[CH2:12][CH2:13][C@@H:8]([NH:7][C:6](=[O:24])[O:5][C:1]([CH3:4])([CH3:3])[CH3:2])[CH2:9][C@H:10]2[CH2:21][CH2:22][CH3:23])[C:15]1=[O:20], predict the reactants needed to synthesize it. The reactants are: [C:1]([O:5][C:6](=[O:24])[NH:7][C@@H:8]1[CH2:13][CH2:12][C@H:11]([N:14]2[CH2:18][CH2:17][C@H:16]([NH2:19])[C:15]2=[O:20])[C@H:10]([CH2:21][CH2:22][CH3:23])[CH2:9]1)([CH3:4])([CH3:3])[CH3:2].C(N(CC)CC)C.Cl[C:33]1[C:42]2[C:37](=[CH:38][CH:39]=[C:40]([Cl:43])[CH:41]=2)[N:36]=[CH:35][N:34]=1. (5) Given the product [Cl:1][C:2]1[CH:3]=[CH:4][C:5]([C:8]2[C:17](=[O:18])[C:16]3[C:11](=[CH:12][C:13]([O:19][S:31]([C:30]([F:43])([F:42])[F:29])(=[O:33])=[O:32])=[CH:14][CH:15]=3)[O:10][C:9]=2[CH:20]([CH3:22])[CH3:21])=[CH:6][CH:7]=1, predict the reactants needed to synthesize it. The reactants are: [Cl:1][C:2]1[CH:7]=[CH:6][C:5]([C:8]2[C:17](=[O:18])[C:16]3[C:11](=[CH:12][C:13]([OH:19])=[CH:14][CH:15]=3)[O:10][C:9]=2[CH:20]([CH3:22])[CH3:21])=[CH:4][CH:3]=1.N1C=CC=CC=1.[F:29][C:30]([F:43])([F:42])[S:31](O[S:31]([C:30]([F:43])([F:42])[F:29])(=[O:33])=[O:32])(=[O:33])=[O:32].Cl. (6) The reactants are: [C:1]([O:5][C:6]([N:8]1[CH2:13][CH2:12][CH:11]([C:14]([OH:16])=O)[CH2:10][CH2:9]1)=[O:7])([CH3:4])([CH3:3])[CH3:2].C1C=CC2N(O)N=NC=2C=1.CCN=C=NCCCN(C)C.[CH2:38]([O:40][C:41]1[CH:46]=[CH:45][CH:44]=[CH:43][C:42]=1[C:47]1[N:52]=[CH:51][N:50]=[C:49]([NH2:53])[CH:48]=1)[CH3:39]. Given the product [C:1]([O:5][C:6]([N:8]1[CH2:9][CH2:10][CH:11]([C:14](=[O:16])[NH:53][C:49]2[CH:48]=[C:47]([C:42]3[CH:43]=[CH:44][CH:45]=[CH:46][C:41]=3[O:40][CH2:38][CH3:39])[N:52]=[CH:51][N:50]=2)[CH2:12][CH2:13]1)=[O:7])([CH3:2])([CH3:3])[CH3:4], predict the reactants needed to synthesize it. (7) Given the product [CH2:21]([O:20][C:13](=[C:6]1[C:7]2[C:12](=[CH:11][CH:10]=[CH:9][CH:8]=2)[NH:4][C:5]1=[O:23])[C:14]1[CH:15]=[CH:16][CH:17]=[CH:18][CH:19]=1)[CH3:22], predict the reactants needed to synthesize it. The reactants are: C([N:4]1[C:12]2[C:7](=[CH:8][CH:9]=[CH:10][CH:11]=2)[C:6](=[C:13]([O:20][CH2:21][CH3:22])[C:14]2[CH:19]=[CH:18][CH:17]=[CH:16][CH:15]=2)[C:5]1=[O:23])(=O)C.[OH-].[Na+]. (8) Given the product [Cl:19][C:20]1[CH:25]=[CH:24][C:23]([C:8]2[C:7]([O:16][CH2:15][C:14]([F:18])([F:17])[F:13])=[N:6][CH:5]=[C:4]([CH:9]=2)[C:3]([NH:29][C@@H:30]2[CH2:35][CH2:34][CH2:33][CH2:32][C@H:31]2[OH:36])=[O:12])=[CH:22][CH:21]=1, predict the reactants needed to synthesize it. The reactants are: CO[C:3](=[O:12])[C:4]1[CH:9]=[C:8](Br)[C:7](Cl)=[N:6][CH:5]=1.[F:13][C:14]([F:18])([F:17])[CH2:15][OH:16].[Cl:19][C:20]1[CH:25]=[CH:24][C:23](B(O)O)=[CH:22][CH:21]=1.[NH2:29][C@@H:30]1[CH2:35][CH2:34][CH2:33][CH2:32][C@H:31]1[OH:36]. (9) Given the product [F:22][C:17]1[CH:18]=[CH:19][CH:20]=[CH:21][C:16]=1[C:13]1[CH:14]=[CH:15][C:10]2[N:11]([CH:23]=[C:8]([C:5]3[CH:6]=[CH:7][C:2]([C:28]#[C:27][Si:29]([CH3:32])([CH3:31])[CH3:30])=[C:3]([N+:24]([O-:26])=[O:25])[CH:4]=3)[N:9]=2)[N:12]=1, predict the reactants needed to synthesize it. The reactants are: Br[C:2]1[CH:7]=[CH:6][C:5]([C:8]2[N:9]=[C:10]3[CH:15]=[CH:14][C:13]([C:16]4[CH:21]=[CH:20][CH:19]=[CH:18][C:17]=4[F:22])=[N:12][N:11]3[CH:23]=2)=[CH:4][C:3]=1[N+:24]([O-:26])=[O:25].[C:27]([Si:29]([CH3:32])([CH3:31])[CH3:30])#[CH:28].C(N(CC)CC)C.